This data is from Reaction yield outcomes from USPTO patents with 853,638 reactions. The task is: Predict the reaction yield, written as a fraction of the theoretical maximum amount of product (1.0 means a 100% yield; for example, 0.34 means a 34% yield). The reactants are [CH2:1]([C:5]1[CH:10]=[CH:9][C:8]([I:11])=[CH:7][CH:6]=1)[CH2:2][C:3]#[CH:4].[CH:12]12[CH2:21][CH:16]3[CH2:17][CH:18]([CH2:20][CH:14]([CH2:15]3)[C:13]1=[O:22])[CH2:19]2. The catalyst is C1COCC1. The product is [I:11][C:8]1[CH:7]=[CH:6][C:5]([CH2:1][CH2:2][C:3]#[C:4][C:12]23[CH2:21][CH:16]4[CH2:17][CH:18]([CH2:20][CH:14]([CH2:15]4)[CH:13]2[OH:22])[CH2:19]3)=[CH:10][CH:9]=1. The yield is 0.560.